Dataset: Catalyst prediction with 721,799 reactions and 888 catalyst types from USPTO. Task: Predict which catalyst facilitates the given reaction. Reactant: [OH:1][C:2]1[CH:6]=[C:5]([CH3:7])[N:4]([C:8]2[CH:17]=[CH:16][C:15]3[C:10](=[CH:11][C:12]([O:18][CH3:19])=[CH:13][CH:14]=3)[CH:9]=2)[N:3]=1.[H-].[Na+].Cl[CH2:23][CH2:24][N:25]1[CH2:30][CH2:29][O:28][CH2:27][CH2:26]1. Product: [CH3:19][O:18][C:12]1[CH:11]=[C:10]2[C:15]([CH:16]=[CH:17][C:8]([N:4]3[C:5]([CH3:7])=[CH:6][C:2]([O:1][CH2:23][CH2:24][N:25]4[CH2:30][CH2:29][O:28][CH2:27][CH2:26]4)=[N:3]3)=[CH:9]2)=[CH:14][CH:13]=1. The catalyst class is: 9.